This data is from Full USPTO retrosynthesis dataset with 1.9M reactions from patents (1976-2016). The task is: Predict the reactants needed to synthesize the given product. (1) Given the product [I:1][CH2:40][CH2:39][CH2:38][CH2:37][S:34]([CH2:33][C:27]1[CH:32]=[CH:31][CH:30]=[CH:29][CH:28]=1)(=[O:36])=[O:35], predict the reactants needed to synthesize it. The reactants are: [I:1]I.N1C=CN=C1.C1C=CC(P(C2C=CC=CC=2)C2C=CC=CC=2)=CC=1.[C:27]1([CH2:33][S:34]([CH2:37][CH2:38][CH2:39][CH2:40]O)(=[O:36])=[O:35])[CH:32]=[CH:31][CH:30]=[CH:29][CH:28]=1. (2) Given the product [Cl:13][CH2:14][CH2:15][CH2:16][C:17]([NH:1][C:2]1[CH:12]=[CH:11][CH:10]=[CH:9][C:3]=1[C:4]([O:6][CH2:7][CH3:8])=[O:5])=[O:18], predict the reactants needed to synthesize it. The reactants are: [NH2:1][C:2]1[CH:12]=[CH:11][CH:10]=[CH:9][C:3]=1[C:4]([O:6][CH2:7][CH3:8])=[O:5].[Cl:13][CH2:14][CH2:15][CH2:16][C:17](Cl)=[O:18].O. (3) Given the product [C:34]([O:33][C:31]([NH:30][C@@H:26]1[CH2:27][CH2:28][CH2:29][N:24]([C:3]2[C:2]([CH3:38])=[CH:7][N:6]=[C:5]3[N:8]([C:17]([O:19][C:20]([CH3:22])([CH3:21])[CH3:23])=[O:18])[CH:9]=[C:10]([NH:11][C:12]([CH:14]4[CH2:16][CH2:15]4)=[O:13])[C:4]=23)[CH2:25]1)=[O:32])([CH3:36])([CH3:37])[CH3:35], predict the reactants needed to synthesize it. The reactants are: Br[C:2]1[C:3]([N:24]2[CH2:29][CH2:28][CH2:27][C@@H:26]([NH:30][C:31]([O:33][C:34]([CH3:37])([CH3:36])[CH3:35])=[O:32])[CH2:25]2)=[C:4]2[C:10]([NH:11][C:12]([CH:14]3[CH2:16][CH2:15]3)=[O:13])=[CH:9][N:8]([C:17]([O:19][C:20]([CH3:23])([CH3:22])[CH3:21])=[O:18])[C:5]2=[N:6][CH:7]=1.[C:38](=O)([O-])[O-].[K+].[K+].CB1OB(C)OB(C)O1.CC#N.O. (4) Given the product [F:16][C:4]1[C:3]([O:17][CH3:18])=[C:2]([NH:1][C:20]2[N:25]=[C:24]([NH:26][CH3:27])[C:23]([C:28]([F:31])([F:29])[F:30])=[CH:22][N:21]=2)[CH:7]=[CH:6][C:5]=1[C:8]([N:10]1[CH2:11][CH2:12][O:13][CH2:14][CH2:15]1)=[O:9], predict the reactants needed to synthesize it. The reactants are: [NH2:1][C:2]1[CH:7]=[CH:6][C:5]([C:8]([N:10]2[CH2:15][CH2:14][O:13][CH2:12][CH2:11]2)=[O:9])=[C:4]([F:16])[C:3]=1[O:17][CH3:18].Cl[C:20]1[N:25]=[C:24]([NH:26][CH3:27])[C:23]([C:28]([F:31])([F:30])[F:29])=[CH:22][N:21]=1.C(O)(C(F)(F)F)=O. (5) Given the product [CH:5]1[C:6](/[CH:7]=[CH:8]/[C:9]2[CH:14]=[C:13]([O:15][C@@H:16]3[O:21][C@H:20]([CH2:22][OH:23])[C@@H:19]([OH:24])[C@H:18]([OH:25])[C@H:17]3[OH:26])[CH:12]=[C:11]([OH:27])[CH:10]=2)=[CH:1][CH:2]=[C:3]([OH:28])[CH:4]=1.[C:29]([O-:34])(=[O:33])[CH2:30][CH2:31][CH3:32], predict the reactants needed to synthesize it. The reactants are: [CH:1]1[C:6](/[CH:7]=[CH:8]/[C:9]2[CH:14]=[C:13]([O:15][C@@H:16]3[O:21][C@H:20]([CH2:22][OH:23])[C@@H:19]([OH:24])[C@H:18]([OH:25])[C@H:17]3[OH:26])[CH:12]=[C:11]([OH:27])[CH:10]=2)=[CH:5][CH:4]=[C:3]([OH:28])[CH:2]=1.[C:29]([O:34]C=C)(=[O:33])[CH2:30][CH2:31][CH3:32].C1C(CCCCC(N)=O)SSC1. (6) Given the product [Cl:1][C:2]1[CH:7]=[CH:6][CH:5]=[CH:4][C:3]=1[CH:8]1[CH2:13][C:12]2[N:14]=[C:15]([C:16]3[CH:21]=[CH:20][CH:19]=[CH:18][N:17]=3)[O:23][C:11]=2[CH2:10][CH2:9]1, predict the reactants needed to synthesize it. The reactants are: [Cl:1][C:2]1[CH:7]=[CH:6][CH:5]=[CH:4][C:3]=1[CH:8]1[CH2:13][CH:12]([NH:14][C:15](=O)[C:16]2[CH:21]=[CH:20][CH:19]=[CH:18][N:17]=2)[C:11](=[O:23])[CH2:10][CH2:9]1.C([N+](CC)(CC)S(NC(=O)OC)(=O)=O)C.